From a dataset of NCI-60 drug combinations with 297,098 pairs across 59 cell lines. Regression. Given two drug SMILES strings and cell line genomic features, predict the synergy score measuring deviation from expected non-interaction effect. (1) Drug 1: CN1C2=C(C=C(C=C2)N(CCCl)CCCl)N=C1CCCC(=O)O.Cl. Drug 2: CC1CCC2CC(C(=CC=CC=CC(CC(C(=O)C(C(C(=CC(C(=O)CC(OC(=O)C3CCCCN3C(=O)C(=O)C1(O2)O)C(C)CC4CCC(C(C4)OC)O)C)C)O)OC)C)C)C)OC. Cell line: HCT116. Synergy scores: CSS=2.64, Synergy_ZIP=-0.879, Synergy_Bliss=-0.0589, Synergy_Loewe=-1.53, Synergy_HSA=-1.35. (2) Drug 1: C1CCC(CC1)NC(=O)N(CCCl)N=O. Drug 2: CC=C1C(=O)NC(C(=O)OC2CC(=O)NC(C(=O)NC(CSSCCC=C2)C(=O)N1)C(C)C)C(C)C. Cell line: T-47D. Synergy scores: CSS=19.7, Synergy_ZIP=2.04, Synergy_Bliss=3.10, Synergy_Loewe=-16.0, Synergy_HSA=3.64.